From a dataset of Full USPTO retrosynthesis dataset with 1.9M reactions from patents (1976-2016). Predict the reactants needed to synthesize the given product. (1) The reactants are: [BH4-].[Na+].[CH3:3][O:4][C:5]([C:7]1[S:8][C:9]([CH:20]=[O:21])=[CH:10][C:11]=1[NH:12][C:13]([O:15][C:16]([CH3:19])([CH3:18])[CH3:17])=[O:14])=[O:6].C(OCC)(=O)C.O. Given the product [CH3:3][O:4][C:5]([C:7]1[S:8][C:9]([CH2:20][OH:21])=[CH:10][C:11]=1[NH:12][C:13]([O:15][C:16]([CH3:17])([CH3:19])[CH3:18])=[O:14])=[O:6], predict the reactants needed to synthesize it. (2) Given the product [NH2:1][C:2]1[C:11]2[C:6](=[C:7]([C:21]3[CH:22]=[C:23]([C:26]([F:28])([F:29])[F:27])[CH:24]=[CH:25][C:20]=3[Cl:19])[CH:8]=[CH:9][CH:10]=2)[N:5]=[N:4][C:3]=1[C:13]([NH:15][CH2:16][CH2:17][CH3:18])=[O:14], predict the reactants needed to synthesize it. The reactants are: [NH2:1][C:2]1[C:11]2[C:6](=[C:7](Br)[CH:8]=[CH:9][CH:10]=2)[N:5]=[N:4][C:3]=1[C:13]([NH:15][CH2:16][CH2:17][CH3:18])=[O:14].[Cl:19][C:20]1[CH:25]=[CH:24][C:23]([C:26]([F:29])([F:28])[F:27])=[CH:22][C:21]=1B(O)O.